Dataset: NCI-60 drug combinations with 297,098 pairs across 59 cell lines. Task: Regression. Given two drug SMILES strings and cell line genomic features, predict the synergy score measuring deviation from expected non-interaction effect. (1) Drug 1: COC1=C(C=C2C(=C1)N=CN=C2NC3=CC(=C(C=C3)F)Cl)OCCCN4CCOCC4. Drug 2: C1=CC(=CC=C1CC(C(=O)O)N)N(CCCl)CCCl.Cl. Cell line: SR. Synergy scores: CSS=67.2, Synergy_ZIP=10.5, Synergy_Bliss=11.6, Synergy_Loewe=5.39, Synergy_HSA=13.1. (2) Cell line: DU-145. Drug 1: COC1=CC(=CC(=C1O)OC)C2C3C(COC3=O)C(C4=CC5=C(C=C24)OCO5)OC6C(C(C7C(O6)COC(O7)C8=CC=CS8)O)O. Drug 2: CCC1(CC2CC(C3=C(CCN(C2)C1)C4=CC=CC=C4N3)(C5=C(C=C6C(=C5)C78CCN9C7C(C=CC9)(C(C(C8N6C=O)(C(=O)OC)O)OC(=O)C)CC)OC)C(=O)OC)O.OS(=O)(=O)O. Synergy scores: CSS=38.7, Synergy_ZIP=4.68, Synergy_Bliss=8.04, Synergy_Loewe=9.19, Synergy_HSA=8.25. (3) Drug 1: C1=NC(=NC(=O)N1C2C(C(C(O2)CO)O)O)N. Drug 2: COCCOC1=C(C=C2C(=C1)C(=NC=N2)NC3=CC=CC(=C3)C#C)OCCOC.Cl. Cell line: HOP-62. Synergy scores: CSS=51.7, Synergy_ZIP=-2.53, Synergy_Bliss=-3.24, Synergy_Loewe=3.65, Synergy_HSA=3.96. (4) Drug 1: CNC(=O)C1=CC=CC=C1SC2=CC3=C(C=C2)C(=NN3)C=CC4=CC=CC=N4. Drug 2: C1CC(=O)NC(=O)C1N2CC3=C(C2=O)C=CC=C3N. Cell line: SW-620. Synergy scores: CSS=-5.97, Synergy_ZIP=-2.09, Synergy_Bliss=-8.44, Synergy_Loewe=-9.46, Synergy_HSA=-8.93. (5) Drug 1: CC1=CC2C(CCC3(C2CCC3(C(=O)C)OC(=O)C)C)C4(C1=CC(=O)CC4)C. Drug 2: COCCOC1=C(C=C2C(=C1)C(=NC=N2)NC3=CC=CC(=C3)C#C)OCCOC.Cl. Cell line: RPMI-8226. Synergy scores: CSS=4.80, Synergy_ZIP=-1.13, Synergy_Bliss=3.98, Synergy_Loewe=3.67, Synergy_HSA=3.98. (6) Drug 1: C1=C(C(=O)NC(=O)N1)N(CCCl)CCCl. Drug 2: CC1C(C(CC(O1)OC2CC(OC(C2O)C)OC3=CC4=CC5=C(C(=O)C(C(C5)C(C(=O)C(C(C)O)O)OC)OC6CC(C(C(O6)C)O)OC7CC(C(C(O7)C)O)OC8CC(C(C(O8)C)O)(C)O)C(=C4C(=C3C)O)O)O)O. Cell line: MOLT-4. Synergy scores: CSS=55.4, Synergy_ZIP=3.83, Synergy_Bliss=-1.24, Synergy_Loewe=-3.40, Synergy_HSA=-2.88. (7) Drug 1: CC12CCC(CC1=CCC3C2CCC4(C3CC=C4C5=CN=CC=C5)C)O. Drug 2: C1=CC(=C2C(=C1NCCNCCO)C(=O)C3=C(C=CC(=C3C2=O)O)O)NCCNCCO. Cell line: SK-MEL-28. Synergy scores: CSS=53.0, Synergy_ZIP=13.5, Synergy_Bliss=14.8, Synergy_Loewe=-6.26, Synergy_HSA=14.1.